Dataset: NCI-60 drug combinations with 297,098 pairs across 59 cell lines. Task: Regression. Given two drug SMILES strings and cell line genomic features, predict the synergy score measuring deviation from expected non-interaction effect. (1) Drug 1: C1=CC(=CC=C1CCC2=CNC3=C2C(=O)NC(=N3)N)C(=O)NC(CCC(=O)O)C(=O)O. Drug 2: CC1=C2C(C(=O)C3(C(CC4C(C3C(C(C2(C)C)(CC1OC(=O)C(C(C5=CC=CC=C5)NC(=O)C6=CC=CC=C6)O)O)OC(=O)C7=CC=CC=C7)(CO4)OC(=O)C)O)C)OC(=O)C. Cell line: A498. Synergy scores: CSS=26.1, Synergy_ZIP=-5.43, Synergy_Bliss=-2.86, Synergy_Loewe=0.661, Synergy_HSA=2.27. (2) Drug 1: CC12CCC(CC1=CCC3C2CCC4(C3CC=C4C5=CN=CC=C5)C)O. Drug 2: CC1OCC2C(O1)C(C(C(O2)OC3C4COC(=O)C4C(C5=CC6=C(C=C35)OCO6)C7=CC(=C(C(=C7)OC)O)OC)O)O. Cell line: OVCAR-8. Synergy scores: CSS=27.9, Synergy_ZIP=3.02, Synergy_Bliss=6.91, Synergy_Loewe=1.00, Synergy_HSA=7.03. (3) Drug 2: CC(C1=C(C=CC(=C1Cl)F)Cl)OC2=C(N=CC(=C2)C3=CN(N=C3)C4CCNCC4)N. Synergy scores: CSS=4.54, Synergy_ZIP=-2.82, Synergy_Bliss=1.34, Synergy_Loewe=-3.54, Synergy_HSA=0.0465. Drug 1: C1CCC(CC1)NC(=O)N(CCCl)N=O. Cell line: MALME-3M.